The task is: Predict the reactants needed to synthesize the given product.. This data is from Full USPTO retrosynthesis dataset with 1.9M reactions from patents (1976-2016). (1) Given the product [Br:1][C:2]1[C:3](=[O:9])[NH:4][C:5](=[O:8])[N:6]([CH2:25][C:24]2[C:27]([C:31]([F:32])([F:34])[F:33])=[CH:28][CH:29]=[CH:30][C:23]=2[F:22])[CH:7]=1, predict the reactants needed to synthesize it. The reactants are: [Br:1][C:2]1[C:3](=[O:9])[NH:4][C:5](=[O:8])[NH:6][CH:7]=1.C/C(/O[Si](C)(C)C)=N\[Si](C)(C)C.[F:22][C:23]1[CH:30]=[CH:29][CH:28]=[C:27]([C:31]([F:34])([F:33])[F:32])[C:24]=1[CH2:25]Br. (2) Given the product [CH3:1][O:2][C:3](=[O:29])[CH2:4][C:5]1[CH:6]=[C:7]([Cl:28])[CH:8]=[C:9]([O:11][C:12]2[CH:17]=[CH:16][C:15]([NH2:18])=[CH:14][C:13]=2[CH2:21][S:22][CH2:23][C:24]([F:26])([F:27])[F:25])[CH:10]=1, predict the reactants needed to synthesize it. The reactants are: [CH3:1][O:2][C:3](=[O:29])[CH2:4][C:5]1[CH:10]=[C:9]([O:11][C:12]2[CH:17]=[CH:16][C:15]([N+:18]([O-])=O)=[CH:14][C:13]=2[CH2:21][S:22][CH2:23][C:24]([F:27])([F:26])[F:25])[CH:8]=[C:7]([Cl:28])[CH:6]=1.CN(C)N.C.